This data is from Forward reaction prediction with 1.9M reactions from USPTO patents (1976-2016). The task is: Predict the product of the given reaction. Given the reactants [Si]([O:18][C:19]1[CH:67]=[CH:66][C:22]([O:23][CH2:24][C@@H:25]([OH:65])[CH2:26][NH:27][CH2:28][CH2:29][C:30]2[CH:64]=[CH:63][C:33]([NH:34][CH:35]3[CH2:40][CH2:39][N:38]([C:41]([N:43]4[CH2:48][CH2:47][CH:46]([C:49]5[CH:54]=[CH:53][C:52]([O:55][CH3:56])=[C:51]([O:57][CH:58]6[CH2:62][CH2:61][CH2:60][CH2:59]6)[CH:50]=5)[CH2:45][CH2:44]4)=[O:42])[CH2:37][CH2:36]3)=[CH:32][CH:31]=2)=[CH:21][CH:20]=1)(C(C)(C)C)(C1C=CC=CC=1)C1C=CC=CC=1, predict the reaction product. The product is: [CH:58]1([O:57][C:51]2[CH:50]=[C:49]([CH:46]3[CH2:45][CH2:44][N:43]([C:41]([N:38]4[CH2:39][CH2:40][CH:35]([NH:34][C:33]5[CH:63]=[CH:64][C:30]([CH2:29][CH2:28][NH:27][CH2:26][C@H:25]([OH:65])[CH2:24][O:23][C:22]6[CH:66]=[CH:67][C:19]([OH:18])=[CH:20][CH:21]=6)=[CH:31][CH:32]=5)[CH2:36][CH2:37]4)=[O:42])[CH2:48][CH2:47]3)[CH:54]=[CH:53][C:52]=2[O:55][CH3:56])[CH2:62][CH2:61][CH2:60][CH2:59]1.